Dataset: Peptide-MHC class II binding affinity with 134,281 pairs from IEDB. Task: Regression. Given a peptide amino acid sequence and an MHC pseudo amino acid sequence, predict their binding affinity value. This is MHC class II binding data. (1) The peptide sequence is QGFIFFFLFNILTGK. The MHC is HLA-DQA10501-DQB10303 with pseudo-sequence HLA-DQA10501-DQB10303. The binding affinity (normalized) is 0. (2) The peptide sequence is GKAKGSRAIWYMWLG. The MHC is HLA-DQA10303-DQB10402 with pseudo-sequence HLA-DQA10303-DQB10402. The binding affinity (normalized) is 0.156. (3) The peptide sequence is INEPTARAIAYGLDR. The MHC is HLA-DQA10401-DQB10402 with pseudo-sequence HLA-DQA10401-DQB10402. The binding affinity (normalized) is 0.365. (4) The peptide sequence is GAMAKKGQEDKLRKA. The MHC is DRB1_0405 with pseudo-sequence DRB1_0405. The binding affinity (normalized) is 0.0976. (5) The peptide sequence is VDSGAQLGELYYAIH. The MHC is HLA-DQA10101-DQB10501 with pseudo-sequence HLA-DQA10101-DQB10501. The binding affinity (normalized) is 0.145. (6) The peptide sequence is QPEWFRNVLSIAPIMF. The MHC is DRB1_0101 with pseudo-sequence DRB1_0101. The binding affinity (normalized) is 0.666. (7) The peptide sequence is SLELELIGSKRILDE. The MHC is DRB3_0101 with pseudo-sequence DRB3_0101. The binding affinity (normalized) is 0.167.